From a dataset of NCI-60 drug combinations with 297,098 pairs across 59 cell lines. Regression. Given two drug SMILES strings and cell line genomic features, predict the synergy score measuring deviation from expected non-interaction effect. Drug 1: COC1=NC(=NC2=C1N=CN2C3C(C(C(O3)CO)O)O)N. Drug 2: CC1C(C(CC(O1)OC2CC(CC3=C2C(=C4C(=C3O)C(=O)C5=CC=CC=C5C4=O)O)(C(=O)C)O)N)O. Cell line: HCT116. Synergy scores: CSS=38.1, Synergy_ZIP=-1.19, Synergy_Bliss=-2.51, Synergy_Loewe=-21.5, Synergy_HSA=-1.42.